This data is from Peptide-MHC class I binding affinity with 185,985 pairs from IEDB/IMGT. The task is: Regression. Given a peptide amino acid sequence and an MHC pseudo amino acid sequence, predict their binding affinity value. This is MHC class I binding data. (1) The peptide sequence is IMYDSGAKY. The MHC is HLA-C12:03 with pseudo-sequence HLA-C12:03. The binding affinity (normalized) is 0.335. (2) The peptide sequence is WEKYCVLEV. The MHC is Mamu-A11 with pseudo-sequence Mamu-A11. The binding affinity (normalized) is 1.00. (3) The peptide sequence is QEKWMTGRM. The MHC is HLA-B40:01 with pseudo-sequence HLA-B40:01. The binding affinity (normalized) is 0.392. (4) The peptide sequence is EYKKFIATF. The MHC is HLA-A11:01 with pseudo-sequence HLA-A11:01. The binding affinity (normalized) is 0.0847.